This data is from Full USPTO retrosynthesis dataset with 1.9M reactions from patents (1976-2016). The task is: Predict the reactants needed to synthesize the given product. (1) Given the product [N:1]1[C:2]2[C:3](=[N:4][CH:5]=[CH:6][CH:7]=2)[S:13][C:12]=1[SH:14], predict the reactants needed to synthesize it. The reactants are: [NH2:1][C:2]1[C:3](Br)=[N:4][CH:5]=[CH:6][CH:7]=1.C(O[C:12]([S-:14])=[S:13])C.[K+].CN(C)C=O.Cl. (2) Given the product [Cl:18][C:19]1[C:23]([Cl:24])=[C:22]([C:25]([O:26][CH2:15][N:12]2[C:13]([CH3:14])=[CH:1][C:2]([CH3:6])=[N:3]2)=[O:17])[S:21][N:20]=1, predict the reactants needed to synthesize it. The reactants are: [CH3:1][C:2]1(CO)[CH:6]=C(C)N=[N:3]1.C([N:12]([CH2:15]C)[CH2:13][CH3:14])C.[OH2:17].[Cl:18][C:19]1[C:23]([Cl:24])=[C:22]([C:25](Cl)=[O:26])[S:21][N:20]=1.C(Cl)Cl. (3) Given the product [Br:18][C:19]1[CH:24]=[CH:23][N:22]=[C:21]([CH2:25][N:4]=[S:2]([CH3:5])([CH3:1])=[O:3])[CH:20]=1, predict the reactants needed to synthesize it. The reactants are: [CH3:1][S:2]([CH3:5])(=[NH:4])=[O:3].CC([O-])(C)C.[K+].O1CCOCC1.[Br:18][C:19]1[CH:24]=[CH:23][N:22]=[C:21]([CH2:25]Br)[CH:20]=1. (4) Given the product [OH:24][C@H:23]([CH2:27][OH:26])[CH2:22][O:21][C:19]1[CH:18]=[CH:17][C:9]2[C:10]([CH3:15])([CH3:16])[C:11]3[NH:12][C:13]4[C:5]([C:6]=3[C:7](=[O:30])[C:8]=2[CH:20]=1)=[CH:4][CH:3]=[C:2]([C:32]#[N:33])[CH:14]=4, predict the reactants needed to synthesize it. The reactants are: Br[C:2]1[CH:14]=[C:13]2[C:5]([C:6]3[C:7](=[O:30])[C:8]4[CH:20]=[C:19]([O:21][CH2:22][C@H:23]5[CH2:27][O:26]C(C)(C)[O:24]5)[CH:18]=[CH:17][C:9]=4[C:10]([CH3:16])([CH3:15])[C:11]=3[NH:12]2)=[CH:4][CH:3]=1.[Cu](C#N)[C:32]#[N:33].CC(N(C)C)=O. (5) Given the product [CH2:40]([C@H:24]([NH:23][C:19]([C:16]1[N:4]2[CH2:5][CH2:6][CH2:7][N:8]([CH:9]([CH2:10][CH2:11][CH3:12])[CH2:13][CH2:14][CH3:15])[C:2](=[O:1])[C:3]2=[CH:18][CH:17]=1)=[O:21])[C@H:25]([OH:39])[CH2:26][NH:27][CH2:28][C:29]1[CH:34]=[CH:33][CH:32]=[C:31]([C:35]([F:36])([F:37])[F:38])[CH:30]=1)[C:41]1[CH:46]=[CH:45][CH:44]=[CH:43][CH:42]=1, predict the reactants needed to synthesize it. The reactants are: [O:1]=[C:2]1[N:8]([CH:9]([CH2:13][CH2:14][CH3:15])[CH2:10][CH2:11][CH3:12])[CH2:7][CH2:6][CH2:5][N:4]2[C:16]([C:19]([OH:21])=O)=[CH:17][CH:18]=[C:3]12.Cl.[NH2:23][C@@H:24]([CH2:40][C:41]1[CH:46]=[CH:45][CH:44]=[CH:43][CH:42]=1)[C@H:25]([OH:39])[CH2:26][NH:27][CH2:28][C:29]1[CH:34]=[CH:33][CH:32]=[C:31]([C:35]([F:38])([F:37])[F:36])[CH:30]=1.OC1C2N=NNC=2C=CC=1.Cl.CN(C)CCCN=C=NCC.C(N(CC)C(C)C)(C)C. (6) Given the product [CH3:1][C:2]1([CH3:25])[O:6][C@H:5]([CH2:7][O:8][C:9]2[CH:24]=[CH:23][C:12]([C:13]([OH:15])=[O:14])=[CH:11][CH:10]=2)[CH2:4][O:3]1, predict the reactants needed to synthesize it. The reactants are: [CH3:1][C:2]1([CH3:25])[O:6][C@H:5]([CH2:7][O:8][C:9]2[CH:24]=[CH:23][C:12]([C:13]([O:15]CC3C=CC=CC=3)=[O:14])=[CH:11][CH:10]=2)[CH2:4][O:3]1. (7) Given the product [OH:2][C:3]1[CH:22]=[CH:21][C:6]([NH:7][C:8]2[N:12]=[C:11]([S:13][CH2:14][C:15]3[CH:20]=[CH:19][CH:18]=[CH:17][CH:16]=3)[NH:10][N:9]=2)=[CH:5][CH:4]=1, predict the reactants needed to synthesize it. The reactants are: C[O:2][C:3]1[CH:22]=[CH:21][C:6]([NH:7][C:8]2[N:12]=[C:11]([S:13][CH2:14][C:15]3[CH:20]=[CH:19][CH:18]=[CH:17][CH:16]=3)[NH:10][N:9]=2)=[CH:5][CH:4]=1. (8) Given the product [F:31][C:25]1[CH:24]=[C:23]([CH:21]2[CH2:22][CH:20]2[C:18]([OH:19])=[O:32])[CH:28]=[CH:27][C:26]=1[O:29][CH3:30], predict the reactants needed to synthesize it. The reactants are: [Li+].[OH-].OO.C([C@@H]1COC(=O)N1[C:18]([CH:20]1[CH2:22][CH:21]1[C:23]1[CH:28]=[CH:27][C:26]([O:29][CH3:30])=[C:25]([F:31])[CH:24]=1)=[O:19])C1C=CC=CC=1.[O-:32]S([O-])=O.[Na+].[Na+].Cl. (9) Given the product [Cl:1][C:2]1[CH:3]=[CH:4][C:5]([N:8]2[C:12]([C:13]3[CH:14]=[CH:15][C:16]([Cl:19])=[CH:17][CH:18]=3)=[CH:11][C:10]([C:20]3[S:21][CH:22]=[CH:23][C:24]=3[Cl:25])=[N:9]2)=[CH:6][CH:7]=1, predict the reactants needed to synthesize it. The reactants are: [Cl:1][C:2]1[CH:7]=[CH:6][C:5]([N:8]2[CH:12]([C:13]3[CH:18]=[CH:17][C:16]([Cl:19])=[CH:15][CH:14]=3)[CH2:11][C:10]([C:20]3[S:21][CH:22]=[CH:23][C:24]=3[Cl:25])=[N:9]2)=[CH:4][CH:3]=1.ClC1C=CC(NN)=CC=1.